From a dataset of Reaction yield outcomes from USPTO patents with 853,638 reactions. Predict the reaction yield, written as a fraction of the theoretical maximum amount of product (1.0 means a 100% yield; for example, 0.34 means a 34% yield). (1) The reactants are [C:1](Cl)(=[O:6])[CH2:2][CH2:3][CH:4]=[CH2:5].[NH2:8][C@@H:9]([CH2:13][S:14][C:15]([C:28]1[CH:33]=[CH:32][CH:31]=[CH:30][CH:29]=1)([C:22]1[CH:27]=[CH:26][CH:25]=[CH:24][CH:23]=1)[C:16]1[CH:21]=[CH:20][CH:19]=[CH:18][CH:17]=1)[C:10]([OH:12])=[O:11].C(=O)([O-])[O-].[Na+].[Na+].Cl. The catalyst is O1CCCC1.O. The product is [C:1]([NH:8][C@@H:9]([CH2:13][S:14][C:15]([C:28]1[CH:33]=[CH:32][CH:31]=[CH:30][CH:29]=1)([C:16]1[CH:17]=[CH:18][CH:19]=[CH:20][CH:21]=1)[C:22]1[CH:27]=[CH:26][CH:25]=[CH:24][CH:23]=1)[C:10]([OH:12])=[O:11])(=[O:6])[CH2:2][CH2:3][CH:4]=[CH2:5]. The yield is 0.620. (2) The reactants are [I-].[C:2]([CH2:5][C:6]1[CH:7]=[C:8]([S+:14]2[C:18]3[CH:19]=[CH:20][CH:21]=[CH:22][C:17]=3[C:16]3[CH:23]=[CH:24][CH:25]=[CH:26][C:15]2=3)[CH:9]=[CH:10][C:11]=1[O:12][CH3:13])([OH:4])=[O:3].[Cl:27][CH2:28][C:29]([O:31][C:32]1([CH3:42])[CH:39]2[CH2:40][CH:35]3[CH2:36][CH:37]([CH2:41][CH:33]1[CH2:34]3)[CH2:38]2)=[O:30].C(=O)([O-])[O-].[Cs+].[Cs+]. The catalyst is CN(C=O)C.O. The product is [Cl-:27].[CH3:13][O:12][C:11]1[CH:10]=[CH:9][C:8]([S+:14]2[C:15]3[CH:26]=[CH:25][CH:24]=[CH:23][C:16]=3[C:17]3[CH:22]=[CH:21][CH:20]=[CH:19][C:18]2=3)=[CH:7][C:6]=1[CH2:5][C:2]([O:4][CH2:28][C:29]([O:31][C:32]1([CH3:42])[CH:39]2[CH2:40][CH:35]3[CH2:36][CH:37]([CH2:41][CH:33]1[CH2:34]3)[CH2:38]2)=[O:30])=[O:3]. The yield is 0.990. (3) The reactants are [Br:1][C:2]1[CH:3]=[C:4]2[C:8](=[CH:9][CH:10]=1)[NH:7][CH:6]=[CH:5]2.[BH3-]C#N.[Na+]. The catalyst is C(O)(=O)C.O. The product is [Br:1][C:2]1[CH:3]=[C:4]2[C:8](=[CH:9][CH:10]=1)[NH:7][CH2:6][CH2:5]2. The yield is 0.710. (4) The reactants are [CH:1]1([C:4]([NH:6][C:7]2[N:8]=[C:9]3[CH:14]=[CH:13][C:12]([S:15][C:16]4[CH:24]=[CH:23][CH:22]=[CH:21][C:17]=4[C:18](O)=[O:19])=[N:11][N:10]3[CH:25]=2)=[O:5])[CH2:3][CH2:2]1.[F:26][C:27]([F:36])([F:35])[C:28]1[CH:34]=[CH:33][C:31]([NH2:32])=[CH:30][CH:29]=1.F[P-](F)(F)(F)(F)F.N1(OC(N(C)C)=[N+](C)C)C2N=CC=CC=2N=N1.C(N(CC)C(C)C)(C)C. The catalyst is CN(C)C=O. The product is [CH:1]1([C:4]([NH:6][C:7]2[N:8]=[C:9]3[CH:14]=[CH:13][C:12]([S:15][C:16]4[CH:24]=[CH:23][CH:22]=[CH:21][C:17]=4[C:18]([NH:32][C:31]4[CH:33]=[CH:34][C:28]([C:27]([F:26])([F:35])[F:36])=[CH:29][CH:30]=4)=[O:19])=[N:11][N:10]3[CH:25]=2)=[O:5])[CH2:2][CH2:3]1. The yield is 0.740. (5) The reactants are [Cl:1][C:2]1[C:3]([O:12][C:13]2[CH:18]=[C:17]([O:19][CH2:20][CH2:21][O:22][CH3:23])[CH:16]=[CH:15][C:14]=2[CH2:24][OH:25])=[N:4][CH:5]=[C:6]([C:8]([F:11])([F:10])[F:9])[CH:7]=1.Cl[S:27]([N:30]=[C:31]=[O:32])(=[O:29])=[O:28].[CH2:33]([NH2:37])[CH2:34][CH2:35][CH3:36].Cl. The catalyst is C1(C)C=CC=CC=1.C(OCC)(=O)C.N1C=CC=CC=1. The product is [CH2:33]([NH:37][S:27]([NH:30][C:31](=[O:32])[O:25][CH2:24][C:14]1[CH:15]=[CH:16][C:17]([O:19][CH2:20][CH2:21][O:22][CH3:23])=[CH:18][C:13]=1[O:12][C:3]1[C:2]([Cl:1])=[CH:7][C:6]([C:8]([F:9])([F:11])[F:10])=[CH:5][N:4]=1)(=[O:29])=[O:28])[CH2:34][CH2:35][CH3:36]. The yield is 0.710.